From a dataset of NCI-60 drug combinations with 297,098 pairs across 59 cell lines. Regression. Given two drug SMILES strings and cell line genomic features, predict the synergy score measuring deviation from expected non-interaction effect. (1) Drug 1: CC12CCC(CC1=CCC3C2CCC4(C3CC=C4C5=CN=CC=C5)C)O. Drug 2: CC1=C2C(C(=O)C3(C(CC4C(C3C(C(C2(C)C)(CC1OC(=O)C(C(C5=CC=CC=C5)NC(=O)OC(C)(C)C)O)O)OC(=O)C6=CC=CC=C6)(CO4)OC(=O)C)OC)C)OC. Cell line: RXF 393. Synergy scores: CSS=32.8, Synergy_ZIP=-7.96, Synergy_Bliss=-4.76, Synergy_Loewe=-2.79, Synergy_HSA=-1.22. (2) Drug 1: CCC1(CC2CC(C3=C(CCN(C2)C1)C4=CC=CC=C4N3)(C5=C(C=C6C(=C5)C78CCN9C7C(C=CC9)(C(C(C8N6C)(C(=O)OC)O)OC(=O)C)CC)OC)C(=O)OC)O.OS(=O)(=O)O. Drug 2: B(C(CC(C)C)NC(=O)C(CC1=CC=CC=C1)NC(=O)C2=NC=CN=C2)(O)O. Cell line: SF-295. Synergy scores: CSS=32.8, Synergy_ZIP=-0.959, Synergy_Bliss=-3.38, Synergy_Loewe=-12.8, Synergy_HSA=-4.54. (3) Drug 1: C(=O)(N)NO. Drug 2: CS(=O)(=O)OCCCCOS(=O)(=O)C. Cell line: TK-10. Synergy scores: CSS=2.44, Synergy_ZIP=-0.671, Synergy_Bliss=-0.338, Synergy_Loewe=-1.46, Synergy_HSA=-1.38. (4) Drug 1: CC1C(C(=O)NC(C(=O)N2CCCC2C(=O)N(CC(=O)N(C(C(=O)O1)C(C)C)C)C)C(C)C)NC(=O)C3=C4C(=C(C=C3)C)OC5=C(C(=O)C(=C(C5=N4)C(=O)NC6C(OC(=O)C(N(C(=O)CN(C(=O)C7CCCN7C(=O)C(NC6=O)C(C)C)C)C)C(C)C)C)N)C. Drug 2: C1=NNC2=C1C(=O)NC=N2. Cell line: NCI-H322M. Synergy scores: CSS=6.98, Synergy_ZIP=-2.30, Synergy_Bliss=-0.560, Synergy_Loewe=-10.8, Synergy_HSA=-1.01. (5) Drug 1: C1CCN(CC1)CCOC2=CC=C(C=C2)C(=O)C3=C(SC4=C3C=CC(=C4)O)C5=CC=C(C=C5)O. Drug 2: CCC1(C2=C(COC1=O)C(=O)N3CC4=CC5=C(C=CC(=C5CN(C)C)O)N=C4C3=C2)O.Cl. Cell line: SNB-75. Synergy scores: CSS=9.61, Synergy_ZIP=-3.96, Synergy_Bliss=-1.81, Synergy_Loewe=-2.68, Synergy_HSA=-2.68. (6) Drug 1: C1CCC(C1)C(CC#N)N2C=C(C=N2)C3=C4C=CNC4=NC=N3. Drug 2: C1CCC(CC1)NC(=O)N(CCCl)N=O. Cell line: A549. Synergy scores: CSS=14.9, Synergy_ZIP=-6.57, Synergy_Bliss=4.80, Synergy_Loewe=1.76, Synergy_HSA=4.79.